This data is from Forward reaction prediction with 1.9M reactions from USPTO patents (1976-2016). The task is: Predict the product of the given reaction. (1) Given the reactants [CH3:1][O:2][C:3]1[N:8]=[CH:7][N:6]=[C:5]([C:9]2[CH:15]=[C:14]([CH3:16])[CH:13]=[CH:12][C:10]=2[NH2:11])[CH:4]=1.C(ON=O)CC(C)C.[Si](N=[N+:30]=[N-:31])(C)(C)C.[F:32][C:33]([F:37])([F:36])[C:34]#[CH:35], predict the reaction product. The product is: [CH3:1][O:2][C:3]1[CH:4]=[C:5]([C:9]2[CH:15]=[C:14]([CH3:16])[CH:13]=[CH:12][C:10]=2[N:11]2[CH:35]=[C:34]([C:33]([F:37])([F:36])[F:32])[N:30]=[N:31]2)[N:6]=[CH:7][N:8]=1. (2) The product is: [C:1]([O:5][C:6](=[O:21])[N:7]([CH2:9][CH2:10][O:11][C:12]1[CH:20]=[CH:19][CH:18]=[C:17]2[C:13]=1[CH:14]=[CH:15][N:16]2[C:23]1[CH:28]=[CH:27][C:26]([NH:29][C:40]([NH:39][C:36]2[CH:37]=[CH:38][C:33]([Cl:32])=[C:34]([C:42]([F:44])([F:43])[F:45])[CH:35]=2)=[O:41])=[CH:25][CH:24]=1)[CH3:8])([CH3:4])([CH3:2])[CH3:3]. Given the reactants [C:1]([O:5][C:6](=[O:21])[N:7]([CH2:9][CH2:10][O:11][C:12]1[CH:20]=[CH:19][CH:18]=[C:17]2[C:13]=1[CH:14]=[CH:15][NH:16]2)[CH3:8])([CH3:4])([CH3:3])[CH3:2].F[C:23]1[CH:28]=[CH:27][C:26]([N+:29]([O-])=O)=[CH:25][CH:24]=1.[Cl:32][C:33]1[CH:38]=[CH:37][C:36]([N:39]=[C:40]=[O:41])=[CH:35][C:34]=1[C:42]([F:45])([F:44])[F:43], predict the reaction product.